From a dataset of CYP1A2 inhibition data for predicting drug metabolism from PubChem BioAssay. Regression/Classification. Given a drug SMILES string, predict its absorption, distribution, metabolism, or excretion properties. Task type varies by dataset: regression for continuous measurements (e.g., permeability, clearance, half-life) or binary classification for categorical outcomes (e.g., BBB penetration, CYP inhibition). Dataset: cyp1a2_veith. (1) The molecule is Cc1nonc1NC(=O)OCCN1CCOC1=O. The result is 0 (non-inhibitor). (2) The molecule is CC(C)CN1CC2(CCN(S(=O)(=O)c3ccccc3)CC2)C1. The result is 0 (non-inhibitor). (3) The compound is CCc1ccc(C(CC(=O)c2ccc(Cl)cc2)C(=O)O)cc1. The result is 0 (non-inhibitor). (4) The compound is O=C(NCc1cccnc1)c1sc2cc(Cl)ccc2c1Cl. The result is 1 (inhibitor). (5) The result is 1 (inhibitor). The compound is CS(=O)(=O)O.O[C@@H](c1cc(C(F)(F)F)nc2c(Cl)cc(Cl)cc12)[C@@H]1CCCCN1. (6) The molecule is Cc1cccc(NC(=O)CSc2nc3nc(C)cc(C)c3c(=O)[nH]2)c1. The result is 1 (inhibitor).